This data is from Full USPTO retrosynthesis dataset with 1.9M reactions from patents (1976-2016). The task is: Predict the reactants needed to synthesize the given product. The reactants are: [CH3:1][N:2]1[C:10]2[C:5](=[CH:6][CH:7]=[CH:8][CH:9]=2)[CH:4]=[C:3]1[C:11]([OH:13])=O.[NH2:14][C@H:15]([C:23]([NH:25][C@H:26]([CH:39]=[O:40])[CH2:27][C:28](=[N:34][NH:35][C:36]([NH2:38])=[O:37])[O:29][C:30]([CH3:33])([CH3:32])[CH3:31])=[O:24])[CH2:16][C:17]1[CH:22]=[CH:21][CH:20]=[CH:19][CH:18]=1.CCN=C=NCCCN(C)C.CCOCC. Given the product [CH3:1][N:2]1[C:10]2[C:5](=[CH:6][CH:7]=[CH:8][CH:9]=2)[CH:4]=[C:3]1[C:11]([NH:14][C@H:15]([C:23]([NH:25][C@H:26]([CH:39]=[O:40])[CH2:27][C:28](=[N:34][NH:35][C:36]([NH2:38])=[O:37])[O:29][C:30]([CH3:32])([CH3:33])[CH3:31])=[O:24])[CH2:16][C:17]1[CH:18]=[CH:19][CH:20]=[CH:21][CH:22]=1)=[O:13], predict the reactants needed to synthesize it.